From a dataset of Forward reaction prediction with 1.9M reactions from USPTO patents (1976-2016). Predict the product of the given reaction. (1) Given the reactants [N:1]1[C:10]2[NH:9][C:8]3[CH:11]=[C:12]([C:15]([O:17][CH3:18])=[O:16])[CH:13]=[CH:14][C:7]=3[S:6][C:5]=2[N:4]=[CH:3][CH:2]=1.[H-].[Na+].[CH3:21][O:22][CH2:23]Cl, predict the reaction product. The product is: [CH3:18][O:17][C:15]([C:12]1[CH:13]=[CH:14][C:7]2[S:6][C:5]3[N:4]=[CH:3][CH:2]=[N:1][C:10]=3[N:9]([CH2:21][O:22][CH3:23])[C:8]=2[CH:11]=1)=[O:16]. (2) The product is: [CH2:14]([C:13]([C:18]1[C:26]2[C:21](=[C:22]([NH:27][S:28]([CH3:31])(=[O:29])=[O:30])[CH:23]=[CH:24][CH:25]=2)[NH:20][CH:19]=1)([C:10]1[CH:11]=[C:12]2[C:7]([CH:6]=[CH:5][NH:4]2)=[CH:8][CH:9]=1)[CH2:16][CH3:17])[CH3:15]. Given the reactants C([N:4]1[C:12]2[C:7](=[CH:8][CH:9]=[C:10]([C:13]([C:18]3[C:26]4[C:21](=[C:22]([NH:27][S:28]([CH3:31])(=[O:30])=[O:29])[CH:23]=[CH:24][CH:25]=4)[NH:20][CH:19]=3)([CH2:16][CH3:17])[CH2:14][CH3:15])[CH:11]=2)[CH:6]=[CH:5]1)(=O)C.CO.C1COCC1.O.[Li+].[OH-], predict the reaction product. (3) Given the reactants [I:1][C:2]1[CH:3]=[C:4]([C:8](=O)[CH2:9][C:10]([NH:12][C:13]2[CH:18]=[CH:17][C:16]([N:19]3[CH:23]=[CH:22][CH:21]=[CH:20]3)=[CH:15][C:14]=2[N+:24]([O-])=O)=O)C=C[CH:7]=1.O.O.Cl[Sn]Cl.[CH3:33][CH2:34][OH:35], predict the reaction product. The product is: [I:1][C:2]1[CH:7]=[C:9]([C:10]2[CH2:33][C:34](=[O:35])[NH:24][C:14]3[CH:15]=[C:16]([N:19]4[CH:20]=[CH:21][CH:22]=[CH:23]4)[CH:17]=[CH:18][C:13]=3[N:12]=2)[CH:8]=[CH:4][CH:3]=1. (4) Given the reactants B.O1CCCC1.[C:7]([Si:11]([CH3:31])([CH3:30])[O:12][C:13]1[CH:14]=[C:15]([CH2:19][CH2:20][NH:21][C:22](=O)[CH2:23][CH2:24][CH2:25][CH2:26][CH2:27][CH3:28])[CH:16]=[CH:17][CH:18]=1)([CH3:10])([CH3:9])[CH3:8], predict the reaction product. The product is: [C:7]([Si:11]([CH3:30])([CH3:31])[O:12][C:13]1[CH:14]=[C:15]([CH2:19][CH2:20][NH:21][CH2:22][CH2:23][CH2:24][CH2:25][CH2:26][CH2:27][CH3:28])[CH:16]=[CH:17][CH:18]=1)([CH3:9])([CH3:10])[CH3:8]. (5) Given the reactants C([O:8][C:9]1[C:10]([C:26]([O:28][CH3:29])=[O:27])=[CH:11][C:12]([CH:23]2[CH2:25][CH2:24]2)=[C:13]([C:15]2[CH:20]=[CH:19][C:18]([F:21])=[CH:17][C:16]=2[F:22])[CH:14]=1)C1C=CC=CC=1.[H][H], predict the reaction product. The product is: [CH:23]1([C:12]2[CH:11]=[C:10]([C:26]([O:28][CH3:29])=[O:27])[C:9]([OH:8])=[CH:14][C:13]=2[C:15]2[CH:20]=[CH:19][C:18]([F:21])=[CH:17][C:16]=2[F:22])[CH2:25][CH2:24]1. (6) Given the reactants Cl.[CH2:2]([O:4][C:5](=[O:8])[CH2:6][NH2:7])[CH3:3].[C:9]1(=O)[O:14][C:12](=[O:13])[CH:11]=[CH:10]1.C(N(CC)CC)C.C1(C)C=CC=CC=1, predict the reaction product. The product is: [C:9]1(=[O:14])[N:7]([CH2:6][C:5]([O:4][CH2:2][CH3:3])=[O:8])[C:12](=[O:13])[CH:11]=[CH:10]1. (7) Given the reactants COC1C=CC(C[N:8]2[C:12]3[N:13]=[CH:14][C:15]4[CH2:16][CH:17]([NH:21][S:22]([C:25]5[CH:30]=[CH:29][CH:28]=[CH:27][CH:26]=5)(=[O:24])=[O:23])[CH2:18][CH2:19][C:20]=4[C:11]=3[CH:10]=[N:9]2)=CC=1.FC(F)(F)C(O)=O, predict the reaction product. The product is: [CH:10]1[C:11]2[C:20]3[CH2:19][CH2:18][CH:17]([NH:21][S:22]([C:25]4[CH:30]=[CH:29][CH:28]=[CH:27][CH:26]=4)(=[O:23])=[O:24])[CH2:16][C:15]=3[CH:14]=[N:13][C:12]=2[NH:8][N:9]=1.